From a dataset of Forward reaction prediction with 1.9M reactions from USPTO patents (1976-2016). Predict the product of the given reaction. (1) Given the reactants [NH2:1][CH:2]([C:8]1[CH:13]=[CH:12][C:11]([O:14][CH3:15])=[C:10]([O:16][CH3:17])[CH:9]=1)[CH2:3][C:4]([O:6]C)=[O:5].N[C@H](C1C=CC(OC)=C(OC)C=1)CC(OC)=O.C(Cl)Cl, predict the reaction product. The product is: [NH2:1][C@H:2]([C:8]1[CH:13]=[CH:12][C:11]([O:14][CH3:15])=[C:10]([O:16][CH3:17])[CH:9]=1)[CH2:3][C:4]([OH:6])=[O:5]. (2) Given the reactants [CH3:1][O:2][C:3]([CH:5]1[CH2:14][CH:13]2[CH:8]([CH:9]=[C:10]([O:17][CH3:18])[C:11]([O:15][CH3:16])=[CH:12]2)[C:7]([C:19]2[CH:27]=[CH:26][C:22]3[O:23][CH2:24][O:25][C:21]=3[CH:20]=2)=[N:6]1)=[O:4].[BH4-].[Na+], predict the reaction product. The product is: [CH3:1][O:2][C:3]([CH:5]1[CH2:14][CH:13]2[CH:8]([CH:9]=[C:10]([O:17][CH3:18])[C:11]([O:15][CH3:16])=[CH:12]2)[CH:7]([C:19]2[CH:27]=[CH:26][C:22]3[O:23][CH2:24][O:25][C:21]=3[CH:20]=2)[NH:6]1)=[O:4]. (3) The product is: [CH3:22][N:8]1[C:6]2=[N:7][C:2]([N:34]3[CH:35]=[CH:36][C:31]([C:28]4[CH:27]=[CH:26][C:25]([C:24]([F:23])([F:38])[F:39])=[CH:30][N:29]=4)=[CH:32][C:33]3=[O:37])=[CH:3][CH:4]=[C:5]2[C:10]2[CH2:11][N:12]([C:15]([O:17][C:18]([CH3:21])([CH3:20])[CH3:19])=[O:16])[CH2:13][CH2:14][C:9]1=2. Given the reactants Br[C:2]1[N:7]=[C:6]2[N:8]([CH3:22])[C:9]3[CH2:14][CH2:13][N:12]([C:15]([O:17][C:18]([CH3:21])([CH3:20])[CH3:19])=[O:16])[CH2:11][C:10]=3[C:5]2=[CH:4][CH:3]=1.[F:23][C:24]([F:39])([F:38])[C:25]1[CH:26]=[CH:27][C:28]([C:31]2[CH:36]=[CH:35][NH:34][C:33](=[O:37])[CH:32]=2)=[N:29][CH:30]=1.[O-]P([O-])([O-])=O.[K+].[K+].[K+].CN[C@H]1CCCC[C@@H]1NC, predict the reaction product. (4) The product is: [CH3:18][O:17][C:13]1[CH:12]=[CH:11][CH:10]=[C:9]2[C:14]=1[C:15](=[O:16])[NH:5][S:6]2(=[O:8])=[O:7]. Given the reactants C([N:5]1[C:15](=[O:16])[C:14]2[C:9](=[CH:10][CH:11]=[CH:12][C:13]=2[O:17][CH3:18])[S:6]1(=[O:8])=[O:7])(C)(C)C, predict the reaction product. (5) The product is: [Br:14][C:15]1[CH:20]=[C:19]([O:21][CH3:22])[C:18]([CH:23]2[C:27](=[O:28])[CH:26]=[CH:25][C:24]2=[O:29])=[C:17]([F:30])[CH:16]=1. Given the reactants CC(C)=O.OS(O)(=O)=O.O=[Cr](=O)=O.[Br:14][C:15]1[CH:20]=[C:19]([O:21][CH3:22])[C:18]([CH:23]2[C:27](=[O:28])[CH:26]=[CH:25][CH:24]2[OH:29])=[C:17]([F:30])[CH:16]=1.C(OCC)C, predict the reaction product. (6) Given the reactants [NH2:1][CH2:2][C@H:3]1[CH2:7][CH2:6][N:5]([C:8]([O:10][C:11]([CH3:14])([CH3:13])[CH3:12])=[O:9])[CH2:4]1.[Cl:15][C:16]1[CH:17]=[CH:18][C:19]2[CH:23]=[C:22]([C:24](O)=[O:25])[S:21][C:20]=2[CH:27]=1, predict the reaction product. The product is: [C:11]([O:10][C:8]([N:5]1[CH2:6][CH2:7][C@H:3]([CH2:2][NH:1][C:24]([C:22]2[S:21][C:20]3[CH:27]=[C:16]([Cl:15])[CH:17]=[CH:18][C:19]=3[CH:23]=2)=[O:25])[CH2:4]1)=[O:9])([CH3:14])([CH3:13])[CH3:12]. (7) The product is: [C:1]([O:5][C:6](=[O:30])[NH:7][C:8]1[CH:13]=[CH:12][C:11]([C:14]2[N:15]([CH:26]3[CH2:29][CH2:28][CH2:27]3)[C:16]3[C:21]([C:22]=2[C:23]#[N:24])=[CH:20][CH:19]=[C:18]([CH:31]2[CH2:33][CH2:32]2)[CH:17]=3)=[CH:10][CH:9]=1)([CH3:4])([CH3:3])[CH3:2]. Given the reactants [C:1]([O:5][C:6](=[O:30])[NH:7][C:8]1[CH:13]=[CH:12][C:11]([C:14]2[N:15]([CH:26]3[CH2:29][CH2:28][CH2:27]3)[C:16]3[C:21]([C:22]=2[C:23]#[N:24])=[CH:20][CH:19]=[C:18](Br)[CH:17]=3)=[CH:10][CH:9]=1)([CH3:4])([CH3:3])[CH3:2].[CH:31]1(B(O)O)[CH2:33][CH2:32]1.[F-].[K+], predict the reaction product. (8) Given the reactants [NH2:1][C@H:2]1[CH2:7][CH2:6][C@H:5]([NH2:8])[CH2:4][CH2:3]1.[CH2:9]([NH:12][C:13]1[NH:21][C:20]([Cl:22])=[N:19][C:18]2[C:14]=1[N:15]=[CH:16][N:17]=2)[CH2:10][CH3:11], predict the reaction product. The product is: [ClH:22].[ClH:22].[NH2:1][C@H:2]1[CH2:7][CH2:6][C@H:5]([NH:8][C:20]2[NH:21][C:13]([NH:12][CH2:9][CH2:10][CH3:11])=[C:14]3[C:18]([N:19]=2)=[N:17][CH:16]=[N:15]3)[CH2:4][CH2:3]1. (9) Given the reactants Cl[C:2]1[N:7]=[CH:6][C:5]([S:8]([NH2:11])(=[O:10])=[O:9])=[CH:4][CH:3]=1.[NH:12]1[CH2:15][CH:14]([NH:16][C:17](=[O:23])[O:18][C:19]([CH3:22])([CH3:21])[CH3:20])[CH2:13]1.CCN(C(C)C)C(C)C, predict the reaction product. The product is: [S:8]([C:5]1[CH:4]=[CH:3][C:2]([N:12]2[CH2:15][CH:14]([NH:16][C:17](=[O:23])[O:18][C:19]([CH3:21])([CH3:20])[CH3:22])[CH2:13]2)=[N:7][CH:6]=1)(=[O:10])(=[O:9])[NH2:11]. (10) The product is: [F:1][C:2]([F:13])([F:12])[C:3]1[CH:8]=[CH:7][C:6]([O:32][C:28]2[CH:27]=[C:26]([CH:31]=[CH:30][CH:29]=2)[O:25][C:22]2[CH:23]=[CH:24][C:19]([CH2:18][CH2:17][C:16]([OH:45])=[O:15])=[C:20]([CH3:44])[CH:21]=2)=[C:5]([C:6]2[CH:7]=[CH:8][C:3]([C:2]([F:13])([F:12])[F:1])=[CH:4][CH:5]=2)[CH:4]=1. Given the reactants [F:1][C:2]([F:13])([F:12])[C:3]1[CH:8]=[CH:7][C:6](B(O)O)=[CH:5][CH:4]=1.C[O:15][C:16](=[O:45])[CH2:17][CH2:18][C:19]1[CH:24]=[CH:23][C:22]([O:25][C:26]2[CH:31]=[CH:30][CH:29]=[C:28]([O:32]C3C=CC(C(F)(F)F)=CC=3Br)[CH:27]=2)=[CH:21][C:20]=1[CH3:44], predict the reaction product.